Dataset: TCR-epitope binding with 47,182 pairs between 192 epitopes and 23,139 TCRs. Task: Binary Classification. Given a T-cell receptor sequence (or CDR3 region) and an epitope sequence, predict whether binding occurs between them. (1) The epitope is RPPIFIRRL. The TCR CDR3 sequence is CASLYRSSTDTQYF. Result: 1 (the TCR binds to the epitope). (2) The epitope is KPLEFGATSAAL. The TCR CDR3 sequence is CASSQTSAEQETQYF. Result: 1 (the TCR binds to the epitope). (3) The epitope is AVFDRKSDAK. The TCR CDR3 sequence is CASSQGFTEAFF. Result: 1 (the TCR binds to the epitope). (4) The epitope is LLQTGIHVRVSQPSL. The TCR CDR3 sequence is CSASPYGRERGGDTQYF. Result: 1 (the TCR binds to the epitope). (5) The epitope is IVDTVSALV. The TCR CDR3 sequence is CASSYETRHGELFF. Result: 1 (the TCR binds to the epitope). (6) The epitope is HLVDFQVTI. The TCR CDR3 sequence is CASSEWTGGGQPQHF. Result: 0 (the TCR does not bind to the epitope). (7) The epitope is ITEEVGHTDLMAAY. The TCR CDR3 sequence is CASSPPGSNEQFF. Result: 1 (the TCR binds to the epitope). (8) The epitope is FLKEKGGL. The TCR CDR3 sequence is CASSVGAGTEAFF. Result: 1 (the TCR binds to the epitope). (9) The epitope is SSNVANYQK. The TCR CDR3 sequence is CASTTGGSLPPEAFF. Result: 0 (the TCR does not bind to the epitope).